This data is from Forward reaction prediction with 1.9M reactions from USPTO patents (1976-2016). The task is: Predict the product of the given reaction. Given the reactants O1C2C=CC(CN(C3CCN(CC[N:28]4[C:37]5[C:32](=[CH:33][CH:34]=[C:35]([O:38][CH3:39])[CH:36]=5)[CH:31]=[CH:30][C:29]4=[O:40])CC3)C(=O)OC(C)(C)C)=CC=2OCC1.[ClH:41].C(OCC)(=O)C, predict the reaction product. The product is: [ClH:41].[CH3:39][O:38][C:35]1[CH:36]=[C:37]2[C:32]([CH:31]=[CH:30][C:29](=[O:40])[NH:28]2)=[CH:33][CH:34]=1.